This data is from Reaction yield outcomes from USPTO patents with 853,638 reactions. The task is: Predict the reaction yield, written as a fraction of the theoretical maximum amount of product (1.0 means a 100% yield; for example, 0.34 means a 34% yield). (1) The reactants are [Cl:1][C:2]1[CH:3]=[C:4]([N:8]2[CH:12]=[C:11]([CH2:13][OH:14])[CH:10]=[N:9]2)[CH:5]=[CH:6][CH:7]=1. The catalyst is C(Cl)Cl.O=[Mn]=O. The product is [Cl:1][C:2]1[CH:3]=[C:4]([N:8]2[CH:12]=[C:11]([CH:13]=[O:14])[CH:10]=[N:9]2)[CH:5]=[CH:6][CH:7]=1. The yield is 0.760. (2) The reactants are [Br:1][C:2]1[CH:10]=[CH:9][C:5]([C:6](O)=[O:7])=[C:4]([Cl:11])[CH:3]=1.ClC(OC(=O)C(C)C)=O.CN1CCOCC1.[BH4-].[Na+]. The catalyst is O1CCCC1.O. The product is [Br:1][C:2]1[CH:10]=[CH:9][C:5]([CH2:6][OH:7])=[C:4]([Cl:11])[CH:3]=1. The yield is 0.990. (3) The reactants are [Cl:1][C:2]1[C:7]2[N:8]=[C:9]([NH2:11])[S:10][C:6]=2[CH:5]=[CH:4][CH:3]=1.O.[NH2:13]N.Cl.O. The catalyst is C(O)CO. The product is [Cl:1][C:2]1[C:7]2[N:8]=[C:9]([NH:11][NH2:13])[S:10][C:6]=2[CH:5]=[CH:4][CH:3]=1. The yield is 0.980. (4) The reactants are [Cl:1][C:2]1[N:7]=[N:6][C:5]([O:8][C:9]2[C:14]([CH3:15])=[CH:13][CH:12]=[CH:11][C:10]=2[CH:16]2[CH2:18][CH2:17]2)=[C:4]([OH:19])[CH:3]=1.C(=O)([O-])[O-].[K+].[K+].[N:26]1([C:32](Cl)=[O:33])[CH2:31][CH2:30][O:29][CH2:28][CH2:27]1. The catalyst is C(C(C)=O)C(C)C. The product is [N:26]1([C:32]([O:19][C:4]2[CH:3]=[C:2]([Cl:1])[N:7]=[N:6][C:5]=2[O:8][C:9]2[C:14]([CH3:15])=[CH:13][CH:12]=[CH:11][C:10]=2[CH:16]2[CH2:18][CH2:17]2)=[O:33])[CH2:31][CH2:30][O:29][CH2:28][CH2:27]1. The yield is 0.980. (5) The reactants are [C:1]([O:5][C:6](=[O:26])[NH:7][CH:8]1[CH2:17][C:16]2[C:11](=[CH:12][CH:13]=[C:14](Br)[CH:15]=2)[N:10]([CH2:19][C:20]2[CH:25]=[CH:24][CH:23]=[CH:22][CH:21]=2)[CH2:9]1)([CH3:4])([CH3:3])[CH3:2].[F:27][C:28]1[CH:33]=[CH:32][C:31](B(O)O)=[CH:30][CH:29]=1.C([O-])([O-])=O.[K+].[K+].N#N. The catalyst is CO.C1COCC1. The product is [CH2:19]([N:10]1[C:11]2[C:16](=[CH:15][C:14]([C:31]3[CH:32]=[CH:33][C:28]([F:27])=[CH:29][CH:30]=3)=[CH:13][CH:12]=2)[CH2:17][CH:8]([NH:7][C:6](=[O:26])[O:5][C:1]([CH3:4])([CH3:3])[CH3:2])[CH2:9]1)[C:20]1[CH:25]=[CH:24][CH:23]=[CH:22][CH:21]=1. The yield is 0.540. (6) The reactants are [CH2:1]([O:3][C:4]1[C:5]([CH:10]=O)=[N:6][CH:7]=[CH:8][N:9]=1)[CH3:2].Cl.[NH2:13][OH:14].C(=O)([O-])O.[Na+]. The catalyst is C(O)C.O. The product is [CH2:1]([O:3][C:4]1[C:5]([CH:10]=[N:13][OH:14])=[N:6][CH:7]=[CH:8][N:9]=1)[CH3:2]. The yield is 0.440.